Dataset: Reaction yield outcomes from USPTO patents with 853,638 reactions. Task: Predict the reaction yield, written as a fraction of the theoretical maximum amount of product (1.0 means a 100% yield; for example, 0.34 means a 34% yield). The reactants are [F:1][C:2]1[CH:7]=[CH:6][C:5]([C:8]2[C:12]([CH2:13][O:14][C:15]3[CH:16]=[C:17]([C:21](O)=[O:22])[N:18]([CH3:20])[N:19]=3)=[C:11]([CH3:24])[O:10][N:9]=2)=[CH:4][CH:3]=1.[CH3:25][C:26]1([NH2:30])[CH2:29][O:28][CH2:27]1. No catalyst specified. The product is [CH3:25][C:26]1([NH:30][C:21]([C:17]2[N:18]([CH3:20])[N:19]=[C:15]([O:14][CH2:13][C:12]3[C:8]([C:5]4[CH:4]=[CH:3][C:2]([F:1])=[CH:7][CH:6]=4)=[N:9][O:10][C:11]=3[CH3:24])[CH:16]=2)=[O:22])[CH2:29][O:28][CH2:27]1. The yield is 0.900.